Dataset: Full USPTO retrosynthesis dataset with 1.9M reactions from patents (1976-2016). Task: Predict the reactants needed to synthesize the given product. (1) Given the product [CH:1]1([CH2:4][CH2:5][O:6][C:18]2[CH:23]=[CH:22][N:21]([C:24]3[S:25][C:26]([C:30]([O:32][CH2:33][CH3:34])=[O:31])=[C:27]([CH3:29])[N:28]=3)[C:20](=[O:35])[CH:19]=2)[CH2:2][CH2:3]1, predict the reactants needed to synthesize it. The reactants are: [CH:1]1([CH2:4][CH2:5][O:6]S(C2C=CC(C)=CC=2)(=O)=O)[CH2:3][CH2:2]1.O[C:18]1[CH:23]=[CH:22][N:21]([C:24]2[S:25][C:26]([C:30]([O:32][CH2:33][CH3:34])=[O:31])=[C:27]([CH3:29])[N:28]=2)[C:20](=[O:35])[CH:19]=1. (2) Given the product [Br:1][C:2]1[CH:3]=[CH:4][C:5]([Cl:9])=[C:6]([O:8][CH:17]([CH3:19])[CH3:18])[CH:7]=1, predict the reactants needed to synthesize it. The reactants are: [Br:1][C:2]1[CH:3]=[CH:4][C:5]([Cl:9])=[C:6]([OH:8])[CH:7]=1.C(=O)([O-])[O-].[K+].[K+].I[CH:17]([CH3:19])[CH3:18]. (3) Given the product [F:22][C:23]1[C:31]2[C:26](=[CH:27][CH:28]=[C:29]([C:2]3[CH:3]=[C:4]([NH:8][C@H:9]([C:16]4[CH:21]=[CH:20][CH:19]=[CH:18][CH:17]=4)[CH2:10][NH:11][C:12](=[O:15])[CH2:13][OH:14])[CH:5]=[N:6][CH:7]=3)[CH:30]=2)[NH:25][N:24]=1, predict the reactants needed to synthesize it. The reactants are: Br[C:2]1[CH:3]=[C:4]([NH:8][C@H:9]([C:16]2[CH:21]=[CH:20][CH:19]=[CH:18][CH:17]=2)[CH2:10][NH:11][C:12](=[O:15])[CH2:13][OH:14])[CH:5]=[N:6][CH:7]=1.[F:22][C:23]1[C:31]2[C:26](=[CH:27][CH:28]=[C:29](B3OC(C)(C)C(C)(C)O3)[CH:30]=2)[NH:25][N:24]=1.C([O-])([O-])=O.[K+].[K+]. (4) The reactants are: CCN(C(C)C)C(C)C.[CH2:10]([N:12]1[CH:17]=[C:16]([C:18]2[CH:23]=[CH:22][CH:21]=[CH:20][CH:19]=2)[C:15](=[O:24])[C:14]([C:25]([OH:27])=O)=[CH:13]1)[CH3:11].CCOC(C(C#N)=NOC(N1CCOCC1)=[N+](C)C)=O.F[P-](F)(F)(F)(F)F.[NH2:55][C:56]1[CH:61]=[CH:60][C:59]([C:62]2[C:63]([NH2:84])=[N:64][CH:65]=[C:66]([C:68]3[CH:73]=[CH:72][C:71]([O:74][CH2:75][C@H:76]4[CH2:81][O:80][CH2:79][CH2:78][O:77]4)=[C:70]([O:82][CH3:83])[CH:69]=3)[CH:67]=2)=[CH:58][CH:57]=1. Given the product [NH2:84][C:63]1[C:62]([C:59]2[CH:58]=[CH:57][C:56]([NH:55][C:25]([C:14]3[C:15](=[O:24])[C:16]([C:18]4[CH:19]=[CH:20][CH:21]=[CH:22][CH:23]=4)=[CH:17][N:12]([CH2:10][CH3:11])[CH:13]=3)=[O:27])=[CH:61][CH:60]=2)=[CH:67][C:66]([C:68]2[CH:73]=[CH:72][C:71]([O:74][CH2:75][C@H:76]3[CH2:81][O:80][CH2:79][CH2:78][O:77]3)=[C:70]([O:82][CH3:83])[CH:69]=2)=[CH:65][N:64]=1, predict the reactants needed to synthesize it. (5) Given the product [NH2:1][C:2]1[C:3]2[N:14]([CH2:15][O:16][CH2:17][C:18]3[CH:19]=[CH:20][CH:21]=[CH:22][CH:23]=3)[CH:13]=[C:12]([CH2:24][CH2:25][CH2:26][CH2:27][OH:28])[C:4]=2[N:5]=[C:6]([CH2:8][CH2:9][CH2:10][CH3:11])[N:7]=1, predict the reactants needed to synthesize it. The reactants are: [NH2:1][C:2]1[C:3]2[N:14]([CH2:15][O:16][CH2:17][C:18]3[CH:23]=[CH:22][CH:21]=[CH:20][CH:19]=3)[CH:13]=[C:12]([C:24]#[C:25][CH2:26][CH2:27][OH:28])[C:4]=2[N:5]=[C:6]([CH2:8][CH2:9][CH2:10][CH3:11])[N:7]=1.